Dataset: Reaction yield outcomes from USPTO patents with 853,638 reactions. Task: Predict the reaction yield, written as a fraction of the theoretical maximum amount of product (1.0 means a 100% yield; for example, 0.34 means a 34% yield). The reactants are [C:1]1(=[O:11])[NH:5][C:4](=[O:6])[C:3]2=[CH:7][CH:8]=[CH:9][CH:10]=[C:2]12.C([O-])([O-])=O.[K+].[K+].[C@@H]1(N)CCCC[C@H]1N.CCCCCCCCCCCC.I[C:39]1[CH:40]=[C:41]([CH3:46])[CH:42]=[C:43]([CH3:45])[CH:44]=1. The catalyst is [Cu]I.O1CCOCC1. The product is [CH3:46][C:41]1[CH:40]=[C:39]([N:5]2[C:1](=[O:11])[C:2]3=[CH:10][CH:9]=[CH:8][CH:7]=[C:3]3[C:4]2=[O:6])[CH:44]=[C:43]([CH3:45])[CH:42]=1. The yield is 0.130.